This data is from Full USPTO retrosynthesis dataset with 1.9M reactions from patents (1976-2016). The task is: Predict the reactants needed to synthesize the given product. Given the product [CH3:24][O:15][C:14](=[O:16])[C:13]1[CH:17]=[C:9]([S:6](=[O:8])(=[O:7])[NH:5][C:1]([CH3:4])([CH3:3])[CH3:2])[C:10]([Cl:21])=[CH:11][C:12]=1[O:18][CH2:19][CH3:20], predict the reactants needed to synthesize it. The reactants are: [C:1]([NH:5][S:6]([C:9]1[C:10]([Cl:21])=[CH:11][C:12]([O:18][CH2:19][CH3:20])=[C:13]([CH:17]=1)[C:14]([OH:16])=[O:15])(=[O:8])=[O:7])([CH3:4])([CH3:3])[CH3:2].[N+](=[CH2:24])=[N-].